This data is from CYP2C19 inhibition data for predicting drug metabolism from PubChem BioAssay. The task is: Regression/Classification. Given a drug SMILES string, predict its absorption, distribution, metabolism, or excretion properties. Task type varies by dataset: regression for continuous measurements (e.g., permeability, clearance, half-life) or binary classification for categorical outcomes (e.g., BBB penetration, CYP inhibition). Dataset: cyp2c19_veith. (1) The drug is Cc1cc(CNC(=O)[C@H](C)[C@@H]2C[C@@]2(C)[C@@H](NC(=O)OCc2ccccc2)c2ccccc2)nn1C. The result is 1 (inhibitor). (2) The compound is O=C(CSc1nc2ccccc2o1)Nc1nc2ccccc2s1. The result is 1 (inhibitor). (3) The molecule is CNC[C@H](O)c1ccc(O)cc1. The result is 0 (non-inhibitor). (4) The molecule is CCCNc1ncnc2[nH]ncc12. The result is 0 (non-inhibitor). (5) The molecule is O=C(Nc1ccccc1)c1ccccc1CC[N+](=O)[O-]. The result is 1 (inhibitor). (6) The molecule is CCc1c(C)sc(NC(=O)OC)c1C(N)=O. The result is 0 (non-inhibitor). (7) The compound is Cc1ccc(CC(=O)N2CC(C)OC(C)C2)cc1. The result is 1 (inhibitor). (8) The compound is COc1ccc(NCc2c(O)ccc3ccccc23)cc1. The result is 0 (non-inhibitor).